This data is from Reaction yield outcomes from USPTO patents with 853,638 reactions. The task is: Predict the reaction yield, written as a fraction of the theoretical maximum amount of product (1.0 means a 100% yield; for example, 0.34 means a 34% yield). The catalyst is C(Cl)Cl.C(OCC)(=O)C. The product is [CH3:57][C:55]([O:58][C@H:59]([CH3:66])[C@@H:60]([C:62]([O:64][CH3:65])=[O:63])[NH:61][C:38]([C:35]1[CH:36]=[CH:37][C:32]([C:28]2[CH:29]=[CH:30][CH:31]=[C:26]([F:25])[CH:27]=2)=[CH:33][C:34]=1[N+:41]([O-:43])=[O:42])=[O:40])([CH3:54])[CH3:56]. The reactants are CN(C(ON1N=NC2C=CC=NC1=2)=[N+](C)C)C.F[P-](F)(F)(F)(F)F.[F:25][C:26]1[CH:27]=[C:28]([C:32]2[CH:37]=[CH:36][C:35]([C:38]([OH:40])=O)=[C:34]([N+:41]([O-:43])=[O:42])[CH:33]=2)[CH:29]=[CH:30][CH:31]=1.C(N(CC)C(C)C)(C)C.Cl.[CH3:54][C:55]([O:58][C@H:59]([CH3:66])[C@@H:60]([C:62]([O:64][CH3:65])=[O:63])[NH2:61])([CH3:57])[CH3:56].C([O-])(O)=O.[Na+]. The yield is 0.950.